Dataset: Reaction yield outcomes from USPTO patents with 853,638 reactions. Task: Predict the reaction yield, written as a fraction of the theoretical maximum amount of product (1.0 means a 100% yield; for example, 0.34 means a 34% yield). (1) The yield is 0.750. The reactants are C(N(CC)C(C)C)(C)C.[CH:10]1([N:14]2[C:26]3[CH2:25][CH2:24][CH:23]([CH:27]4[CH2:32][CH2:31][O:30][CH2:29][CH2:28]4)[CH2:22][C:21]=3[C:20]3[C:15]2=[CH:16][CH:17]=[C:18]([C:33](O)=[O:34])[CH:19]=3)[CH2:13][CH2:12][CH2:11]1.[CH2:36]([NH:38][C:39](=[O:44])[CH2:40][NH:41][CH2:42][CH3:43])[CH3:37].CN(C(ON1N=NC2C=CC=NC1=2)=[N+](C)C)C.F[P-](F)(F)(F)(F)F. The catalyst is CN(C=O)C.O. The product is [CH:10]1([N:14]2[C:26]3[CH2:25][CH2:24][CH:23]([CH:27]4[CH2:32][CH2:31][O:30][CH2:29][CH2:28]4)[CH2:22][C:21]=3[C:20]3[C:15]2=[CH:16][CH:17]=[C:18]([C:33]([N:41]([CH2:42][CH3:43])[CH2:40][C:39]([NH:38][CH2:36][CH3:37])=[O:44])=[O:34])[CH:19]=3)[CH2:11][CH2:12][CH2:13]1. (2) The reactants are CN(C)/[CH:3]=[C:4](\[C:15]1[NH:16][CH:17]=[CH:18][N:19]=1)/[C:5]([C:7]1[CH:12]=[CH:11][C:10]([C:13]#[N:14])=[CH:9][CH:8]=1)=O.Cl.[C:22]([NH:25][CH2:26][CH2:27][NH:28][C:29]([O:31][C:32]([CH3:35])([CH3:34])[CH3:33])=[O:30])(=[NH:24])[NH2:23].C([O-])([O-])=O.[Cs+].[Cs+]. The catalyst is CN1C(=O)CCC1. The product is [C:32]([O:31][C:29]([NH:28][CH2:27][CH2:26][NH:25][C:22]1[N:23]=[C:5]([C:7]2[CH:8]=[CH:9][C:10]([C:13]#[N:14])=[CH:11][CH:12]=2)[C:4]([C:15]2[NH:19][CH:18]=[CH:17][N:16]=2)=[CH:3][N:24]=1)=[O:30])([CH3:35])([CH3:34])[CH3:33]. The yield is 0.830. (3) The reactants are [CH3:1][C:2]([CH3:7])=[CH:3][C:4](O)=[O:5].O=S(Cl)Cl.[NH2:12][C:13]1[CH:18]=[CH:17][CH:16]=[CH:15][CH:14]=1.CCN(CC)CC. No catalyst specified. The product is [C:13]1([NH:12][C:4](=[O:5])[CH:3]=[C:2]([CH3:7])[CH3:1])[CH:18]=[CH:17][CH:16]=[CH:15][CH:14]=1. The yield is 0.800. (4) The reactants are [CH3:1][O:2][C@H:3]1[C:8](OC)([O:9]C)[CH2:7][CH2:6][O:5][CH2:4]1.O.Cl. The catalyst is C1COCC1. The product is [CH3:1][O:2][C@H:3]1[C:8](=[O:9])[CH2:7][CH2:6][O:5][CH2:4]1. The yield is 0.690. (5) The reactants are [S:1]1[CH2:6][CH2:5][C:4](=[O:7])[CH2:3][CH2:2]1.[Li+].CC([N-]C(C)C)C.C1C=CC(N([S:23]([C:26]([F:29])([F:28])[F:27])(=[O:25])=[O:24])[S:23]([C:26]([F:29])([F:28])[F:27])(=[O:25])=[O:24])=CC=1.CCOC(C)=O. The catalyst is C1COCC1. The yield is 0.380. The product is [S:1]1[CH2:6][CH:5]=[C:4]([O:7][S:23]([C:26]([F:29])([F:28])[F:27])(=[O:25])=[O:24])[CH2:3][CH2:2]1.